This data is from Forward reaction prediction with 1.9M reactions from USPTO patents (1976-2016). The task is: Predict the product of the given reaction. (1) Given the reactants [Br:1][C:2]1[CH:7]=[CH:6][C:5]([S:8]([C@@H:11]2[CH2:15][C@@H:14]([C:16](O)=[O:17])[C@H:13]([C:19]([N:21]3[CH2:24][C:23]([F:26])([F:25])[CH2:22]3)=[O:20])[CH2:12]2)(=[O:10])=[O:9])=[C:4]([C:27]([F:30])([F:29])[F:28])[CH:3]=1.C(N(CC)C(C)C)(C)C.C[NH3+].F[P-](F)(F)(F)(F)F.N1(OC(N(C)C)=[N+](C)C)[C:53]2[N:54]=C[CH:56]=[CH:57][C:52]=2[N:51]=N1.F[P-](F)(F)(F)(F)F.C1C(N)(C#N)C1.Cl, predict the reaction product. The product is: [C:53]([C:52]1([NH:51][C:16]([C@@H:14]2[CH2:15][C@@H:11]([S:8]([C:5]3[CH:6]=[CH:7][C:2]([Br:1])=[CH:3][C:4]=3[C:27]([F:29])([F:30])[F:28])(=[O:10])=[O:9])[CH2:12][C@H:13]2[C:19]([N:21]2[CH2:22][C:23]([F:25])([F:26])[CH2:24]2)=[O:20])=[O:17])[CH2:56][CH2:57]1)#[N:54]. (2) Given the reactants Cl[C:2]1[CH:7]=[CH:6][N:5]=[C:4]([C:8]([O:10][CH:11]([CH3:13])[CH3:12])=[O:9])[CH:3]=1.[N+:14]([C:17]1[CH:22]=[CH:21][C:20]([OH:23])=[CH:19][CH:18]=1)([O-:16])=[O:15].C(OCC)(=O)C.[OH-].[Na+], predict the reaction product. The product is: [N+:14]([C:17]1[CH:22]=[CH:21][C:20]([O:23][C:2]2[CH:7]=[CH:6][N:5]=[C:4]([C:8]([O:10][CH:11]([CH3:13])[CH3:12])=[O:9])[CH:3]=2)=[CH:19][CH:18]=1)([O-:16])=[O:15]. (3) Given the reactants [CH2:1]([N:8]1[C@@H:16]2[C@@:11]([C:18]3[CH:23]=[CH:22][C:21]([O:24][CH3:25])=[C:20]([O:26][CH3:27])[CH:19]=3)([CH2:12][CH2:13][C@@H:14]([NH2:17])[CH2:15]2)[CH2:10][CH2:9]1)[C:2]1[CH:7]=[CH:6][CH:5]=[CH:4][CH:3]=1.[C:28]([O-:31])(O)=[O:29].[Na+].O, predict the reaction product. The product is: [CH2:1]([N:8]1[C@@H:16]2[C@@:11]([C:18]3[CH:23]=[CH:22][C:21]([O:24][CH3:25])=[C:20]([O:26][CH3:27])[CH:19]=3)([CH2:12][CH2:13][C@@H:14]([NH:17][C:28](=[O:29])[O:31][C:2]([CH3:7])([CH3:3])[CH3:1])[CH2:15]2)[CH2:10][CH2:9]1)[C:2]1[CH:7]=[CH:6][CH:5]=[CH:4][CH:3]=1.